Task: Predict the reactants needed to synthesize the given product.. Dataset: Full USPTO retrosynthesis dataset with 1.9M reactions from patents (1976-2016) (1) Given the product [CH2:1]([NH+:3]([CH2:6][CH3:7])[CH2:4][CH3:5])[CH3:2].[NH2:8][C:11]1[N:12]([C:35]2[N:36]=[CH:37][N:38]=[C:39]([NH2:42])[C:40]=2[N:41]=1)[C@@H:13]1[O:34][C@H:18]([CH2:19][O:20][S:21](=[O:33])(=[O:32])[NH:22][C:23](=[O:31])[C:24]2[CH:29]=[CH:28][CH:27]=[CH:26][C:25]=2[OH:30])[C@@H:16]([OH:17])[C@H:14]1[OH:15], predict the reactants needed to synthesize it. The reactants are: [CH2:1]([NH+:3]([CH2:6][CH3:7])[CH2:4][CH3:5])[CH3:2].[N:8]([C:11]1[N:12]([C:35]2[N:36]=[CH:37][N:38]=[C:39]([NH2:42])[C:40]=2[N:41]=1)[C@@H:13]1[O:34][C@H:18]([CH2:19][O:20][S:21](=[O:33])(=[O:32])[NH:22][C:23](=[O:31])[C:24]2[CH:29]=[CH:28][CH:27]=[CH:26][C:25]=2[OH:30])[C@@H:16]([OH:17])[C@H:14]1[OH:15])=[N+]=[N-]. (2) The reactants are: [F:1][C:2]1[CH:3]=[CH:4][C:5]2[C:6]3[C:11]([CH:12]([CH3:27])[N:13]([S:16]([C:19]4[CH:24]=[CH:23][CH:22]=[C:21]([O:25]C)[CH:20]=4)(=[O:18])=[O:17])[C:14]=2[CH:15]=1)=[CH:10][CH:9]=[C:8]([F:28])[CH:7]=3.C1CCCCC=1.B(Br)(Br)Br. Given the product [F:1][C:2]1[CH:3]=[CH:4][C:5]2[C:6]3[C:11]([CH:12]([CH3:27])[N:13]([S:16]([C:19]4[CH:20]=[C:21]([OH:25])[CH:22]=[CH:23][CH:24]=4)(=[O:18])=[O:17])[C:14]=2[CH:15]=1)=[CH:10][CH:9]=[C:8]([F:28])[CH:7]=3, predict the reactants needed to synthesize it. (3) Given the product [CH3:8][O:9][CH2:10][CH2:11][N:12]1[CH:6]([C:2]2[NH:1][CH:5]=[CH:4][CH:3]=2)[CH:14]([C:13]([NH:30][C:29]2[CH:31]=[CH:32][CH:33]=[C:27]([O:26][CH3:25])[CH:28]=2)=[O:24])[C:15]2[C:16](=[CH:20][CH:21]=[CH:22][CH:23]=2)[C:17]1=[O:19], predict the reactants needed to synthesize it. The reactants are: [NH:1]1[CH:5]=[CH:4][CH:3]=[C:2]1[CH:6]=O.[CH3:8][O:9][CH2:10][CH2:11][NH2:12].[C:13]1(=[O:24])[O:19][C:17](=O)[C:16]2=[CH:20][CH:21]=[CH:22][CH:23]=[C:15]2[CH2:14]1.[CH3:25][O:26][C:27]1[CH:28]=[C:29]([CH:31]=[CH:32][CH:33]=1)[NH2:30]. (4) Given the product [N:1]1[N:9]2[C:4]([CH2:5][O:6][CH2:7][CH2:8]2)=[CH:3][C:2]=1[CH:10]=[O:11], predict the reactants needed to synthesize it. The reactants are: [N:1]1[N:9]2[C:4]([CH2:5][O:6][CH2:7][CH2:8]2)=[CH:3][C:2]=1[CH2:10][OH:11]. (5) Given the product [C:41]1([C:35]2[CH:40]=[CH:39][CH:38]=[CH:37][CH:36]=2)[CH:48]=[CH:47][C:44]([CH2:45][N:17]2[CH2:18][CH2:19][CH2:20][N:14]([CH2:13][C:2]3([CH3:1])[O:6][C:5]4=[N:7][C:8]([N+:10]([O-:12])=[O:11])=[CH:9][N:4]4[CH2:3]3)[CH2:15][CH2:16]2)=[CH:43][CH:42]=1, predict the reactants needed to synthesize it. The reactants are: [CH3:1][C:2]1([CH2:13][N:14]2[CH2:20][CH2:19][CH2:18][N:17](C(OC(C)(C)C)=O)[CH2:16][CH2:15]2)[O:6][C:5]2=[N:7][C:8]([N+:10]([O-:12])=[O:11])=[CH:9][N:4]2[CH2:3]1.C(N(CC)CC)C.[C:35]1([C:41]2[CH:48]=[CH:47][C:44]([CH:45]=O)=[CH:43][CH:42]=2)[CH:40]=[CH:39][CH:38]=[CH:37][CH:36]=1.[B-]C#N.[Na+].C(O)(=O)C.C(=O)([O-])O.[Na+]. (6) Given the product [F:1][C:2]1[CH:7]=[CH:6][C:5]([CH2:8][C:9]2[CH:18]=[C:17]3[C:12]([C:13]([OH:36])=[C:14]([C:31]([NH:37][CH2:38][C@H:39]([OH:41])[CH3:40])=[O:32])[C:15](=[O:30])[N:16]3[CH2:19][CH2:20][CH2:21][N:22]3[CH2:28][CH2:27][CH2:26][CH2:25][CH2:24][C:23]3=[O:29])=[N:11][CH:10]=2)=[CH:4][CH:3]=1, predict the reactants needed to synthesize it. The reactants are: [F:1][C:2]1[CH:7]=[CH:6][C:5]([CH2:8][C:9]2[CH:18]=[C:17]3[C:12]([C:13]([OH:36])=[C:14]([C:31](OCC)=[O:32])[C:15](=[O:30])[N:16]3[CH2:19][CH2:20][CH2:21][N:22]3[CH2:28][CH2:27][CH2:26][CH2:25][CH2:24][C:23]3=[O:29])=[N:11][CH:10]=2)=[CH:4][CH:3]=1.[NH2:37][CH2:38][C@H:39]([OH:41])[CH3:40]. (7) Given the product [C:1](=[O:70])([O:2][C:3]([CH3:4])([CH3:5])[CH3:6])[O:7][C@H:8]([C@@H:37]([NH:45][C:46](=[O:69])[C@@H:47]([N:52]1[CH2:56][CH2:55][N:54]([CH2:57][C:58]2[CH:63]=[CH:62][CH:61]=[C:60]([C:64]([O:67][P:74]([O:75][CH2:76][C:77]3[CH:78]=[CH:79][CH:80]=[CH:81][CH:82]=3)([O:83][CH2:84][C:85]3[CH:86]=[CH:87][CH:88]=[CH:89][CH:90]=3)=[O:106])([CH3:66])[CH3:65])[N:59]=2)[C:53]1=[O:68])[C:48]([CH3:51])([CH3:50])[CH3:49])[CH2:38][C:39]1[CH:44]=[CH:43][CH:42]=[CH:41][CH:40]=1)[CH2:9][C@H:10]([NH:24][C:25](=[O:36])[C@H:26]([C:32]([CH3:35])([CH3:34])[CH3:33])[NH:27][C:28]([O:30][CH3:31])=[O:29])[CH2:11][C:12]1[CH:13]=[CH:14][C:15]([C:18]2[CH:23]=[CH:22][CH:21]=[CH:20][N:19]=2)=[CH:16][CH:17]=1, predict the reactants needed to synthesize it. The reactants are: [C:1](=[O:70])([O:7][C@H:8]([C@@H:37]([NH:45][C:46](=[O:69])[C@@H:47]([N:52]1[CH2:56][CH2:55][N:54]([CH2:57][C:58]2[CH:63]=[CH:62][CH:61]=[C:60]([C:64]([OH:67])([CH3:66])[CH3:65])[N:59]=2)[C:53]1=[O:68])[C:48]([CH3:51])([CH3:50])[CH3:49])[CH2:38][C:39]1[CH:44]=[CH:43][CH:42]=[CH:41][CH:40]=1)[CH2:9][C@H:10]([NH:24][C:25](=[O:36])[C@H:26]([C:32]([CH3:35])([CH3:34])[CH3:33])[NH:27][C:28]([O:30][CH3:31])=[O:29])[CH2:11][C:12]1[CH:17]=[CH:16][C:15]([C:18]2[CH:23]=[CH:22][CH:21]=[CH:20][N:19]=2)=[CH:14][CH:13]=1)[O:2][C:3]([CH3:6])([CH3:5])[CH3:4].C(N(CC)[P:74]([O:83][CH2:84][C:85]1[CH:90]=[CH:89][CH:88]=[CH:87][CH:86]=1)[O:75][CH2:76][C:77]1[CH:82]=[CH:81][CH:80]=[CH:79][CH:78]=1)C.N1C=NN=N1.ClC1C=CC=C(C(OO)=[O:106])C=1. (8) Given the product [Cl:8][C:4]1[CH:5]=[N:6][CH:7]=[C:2]([O:19][C:16]2[CH:15]=[CH:14][C:13]([NH:12][C:9](=[O:11])[CH3:10])=[CH:18][CH:17]=2)[N:3]=1, predict the reactants needed to synthesize it. The reactants are: Cl[C:2]1[CH:7]=[N:6][CH:5]=[C:4]([Cl:8])[N:3]=1.[C:9]([NH:12][C:13]1[CH:18]=[CH:17][C:16]([OH:19])=[CH:15][CH:14]=1)(=[O:11])[CH3:10]. (9) Given the product [CH:6]([N:19]1[CH2:5][CH:3]([OH:4])[CH2:2]1)([C:13]1[CH:14]=[CH:15][CH:16]=[CH:17][CH:18]=1)[C:7]1[CH:12]=[CH:11][CH:10]=[CH:9][CH:8]=1, predict the reactants needed to synthesize it. The reactants are: Cl[CH2:2][CH:3]1[CH2:5][O:4]1.[CH:6]([NH2:19])([C:13]1[CH:18]=[CH:17][CH:16]=[CH:15][CH:14]=1)[C:7]1[CH:12]=[CH:11][CH:10]=[CH:9][CH:8]=1. (10) Given the product [CH3:25][O:26][C:27](=[O:39])[CH2:28][C:29]([C:32]1[CH:33]=[CH:34][C:35]([O:10][CH2:9][CH2:8][C@H:7]([O:6][C:5]2[CH:16]=[CH:17][C:2]([Cl:1])=[CH:3][C:4]=2[O:18][C:19]2[CH:24]=[CH:23][CH:22]=[CH:21][CH:20]=2)[CH3:15])=[CH:36][CH:37]=1)([CH3:31])[CH3:30], predict the reactants needed to synthesize it. The reactants are: [Cl:1][C:2]1[CH:17]=[CH:16][C:5]([O:6][CH:7]([CH3:15])[CH2:8][CH2:9][O:10]S(C)(=O)=O)=[C:4]([O:18][C:19]2[CH:24]=[CH:23][CH:22]=[CH:21][CH:20]=2)[CH:3]=1.[CH3:25][O:26][C:27](=[O:39])[CH2:28][C:29]([C:32]1[CH:37]=[CH:36][C:35](O)=[CH:34][CH:33]=1)([CH3:31])[CH3:30].C(=O)([O-])[O-].[Cs+].[Cs+].